Regression. Given two drug SMILES strings and cell line genomic features, predict the synergy score measuring deviation from expected non-interaction effect. From a dataset of NCI-60 drug combinations with 297,098 pairs across 59 cell lines. (1) Drug 1: CN(C(=O)NC(C=O)C(C(C(CO)O)O)O)N=O. Drug 2: CC1C(C(CC(O1)OC2CC(CC3=C2C(=C4C(=C3O)C(=O)C5=CC=CC=C5C4=O)O)(C(=O)C)O)N)O. Cell line: NCI/ADR-RES. Synergy scores: CSS=14.3, Synergy_ZIP=-8.03, Synergy_Bliss=-3.59, Synergy_Loewe=-23.9, Synergy_HSA=-3.18. (2) Drug 1: C#CCC(CC1=CN=C2C(=N1)C(=NC(=N2)N)N)C3=CC=C(C=C3)C(=O)NC(CCC(=O)O)C(=O)O. Drug 2: CC1CCCC2(C(O2)CC(NC(=O)CC(C(C(=O)C(C1O)C)(C)C)O)C(=CC3=CSC(=N3)C)C)C. Cell line: BT-549. Synergy scores: CSS=53.5, Synergy_ZIP=5.48, Synergy_Bliss=3.67, Synergy_Loewe=3.42, Synergy_HSA=3.47. (3) Drug 1: CC1=C(C(=CC=C1)Cl)NC(=O)C2=CN=C(S2)NC3=CC(=NC(=N3)C)N4CCN(CC4)CCO. Drug 2: CC1CCCC2(C(O2)CC(NC(=O)CC(C(C(=O)C(C1O)C)(C)C)O)C(=CC3=CSC(=N3)C)C)C. Cell line: HOP-92. Synergy scores: CSS=15.4, Synergy_ZIP=-8.56, Synergy_Bliss=-2.96, Synergy_Loewe=-3.86, Synergy_HSA=1.06. (4) Drug 1: C1=C(C(=O)NC(=O)N1)F. Drug 2: C1C(C(OC1N2C=NC3=C(N=C(N=C32)Cl)N)CO)O. Cell line: K-562. Synergy scores: CSS=45.5, Synergy_ZIP=-9.93, Synergy_Bliss=-16.5, Synergy_Loewe=-14.9, Synergy_HSA=-14.2. (5) Synergy scores: CSS=10.1, Synergy_ZIP=-4.77, Synergy_Bliss=-2.57, Synergy_Loewe=-18.7, Synergy_HSA=-4.94. Drug 2: CS(=O)(=O)OCCCCOS(=O)(=O)C. Cell line: SF-295. Drug 1: CN(CCCl)CCCl.Cl.